From a dataset of NCI-60 drug combinations with 297,098 pairs across 59 cell lines. Regression. Given two drug SMILES strings and cell line genomic features, predict the synergy score measuring deviation from expected non-interaction effect. (1) Drug 1: C1=C(C(=O)NC(=O)N1)N(CCCl)CCCl. Drug 2: C1=C(C(=O)NC(=O)N1)F. Cell line: HCT-15. Synergy scores: CSS=48.8, Synergy_ZIP=-5.80, Synergy_Bliss=-4.98, Synergy_Loewe=-3.90, Synergy_HSA=0.308. (2) Drug 1: CCC1(CC2CC(C3=C(CCN(C2)C1)C4=CC=CC=C4N3)(C5=C(C=C6C(=C5)C78CCN9C7C(C=CC9)(C(C(C8N6C=O)(C(=O)OC)O)OC(=O)C)CC)OC)C(=O)OC)O.OS(=O)(=O)O. Drug 2: CN1C2=C(C=C(C=C2)N(CCCl)CCCl)N=C1CCCC(=O)O.Cl. Cell line: SR. Synergy scores: CSS=4.26, Synergy_ZIP=-2.48, Synergy_Bliss=-3.81, Synergy_Loewe=-5.48, Synergy_HSA=-3.65. (3) Drug 1: C1CCN(CC1)CCOC2=CC=C(C=C2)C(=O)C3=C(SC4=C3C=CC(=C4)O)C5=CC=C(C=C5)O. Drug 2: C(CCl)NC(=O)N(CCCl)N=O. Cell line: BT-549. Synergy scores: CSS=-1.61, Synergy_ZIP=5.05, Synergy_Bliss=7.30, Synergy_Loewe=0.000689, Synergy_HSA=0.934.